Dataset: NCI-60 drug combinations with 297,098 pairs across 59 cell lines. Task: Regression. Given two drug SMILES strings and cell line genomic features, predict the synergy score measuring deviation from expected non-interaction effect. Drug 1: C1=CC(=CC=C1C#N)C(C2=CC=C(C=C2)C#N)N3C=NC=N3. Drug 2: CC12CCC3C(C1CCC2OP(=O)(O)O)CCC4=C3C=CC(=C4)OC(=O)N(CCCl)CCCl.[Na+]. Cell line: HS 578T. Synergy scores: CSS=-2.75, Synergy_ZIP=1.14, Synergy_Bliss=-0.0422, Synergy_Loewe=-1.53, Synergy_HSA=-2.91.